This data is from Reaction yield outcomes from USPTO patents with 853,638 reactions. The task is: Predict the reaction yield, written as a fraction of the theoretical maximum amount of product (1.0 means a 100% yield; for example, 0.34 means a 34% yield). (1) The reactants are [C:1]([N:4]1[C:13]2[C:8](=[CH:9][C:10]([C:14]([O:16][CH2:17][CH3:18])=[O:15])=[CH:11][CH:12]=2)[C@H:7]([NH:19]C(OCC2C=CC=CC=2)=O)[C@@H:6]([CH3:30])[C@@H:5]1[CH2:31][CH3:32])(=[O:3])[CH3:2]. The catalyst is [Pd].C(O)C. The product is [C:1]([N:4]1[C:13]2[C:8](=[CH:9][C:10]([C:14]([O:16][CH2:17][CH3:18])=[O:15])=[CH:11][CH:12]=2)[C@H:7]([NH2:19])[C@@H:6]([CH3:30])[C@@H:5]1[CH2:31][CH3:32])(=[O:3])[CH3:2]. The yield is 1.00. (2) The reactants are [NH2:1][C@@H:2]1[CH2:7][C@H:6]([NH:8][C:9]([CH3:12])([CH3:11])[CH3:10])[CH2:5][CH2:4][C@@H:3]1[N:13]1[CH2:17][CH2:16][C@H:15]([NH:18][C:19](=[O:28])[O:20][CH2:21][C:22]2[CH:27]=[CH:26][CH:25]=[CH:24][CH:23]=2)[C:14]1=[O:29].C(N(CC)CC)C.[C:37](OC(=O)C)(=[O:39])[CH3:38]. The catalyst is ClCCl. The product is [C:37]([NH:1][C@@H:2]1[CH2:7][C@H:6]([NH:8][C:9]([CH3:12])([CH3:11])[CH3:10])[CH2:5][CH2:4][C@@H:3]1[N:13]1[CH2:17][CH2:16][C@H:15]([NH:18][C:19](=[O:28])[O:20][CH2:21][C:22]2[CH:23]=[CH:24][CH:25]=[CH:26][CH:27]=2)[C:14]1=[O:29])(=[O:39])[CH3:38]. The yield is 0.900.